This data is from NCI-60 drug combinations with 297,098 pairs across 59 cell lines. The task is: Regression. Given two drug SMILES strings and cell line genomic features, predict the synergy score measuring deviation from expected non-interaction effect. (1) Drug 1: C1=C(C(=O)NC(=O)N1)F. Drug 2: CCN(CC)CCCC(C)NC1=C2C=C(C=CC2=NC3=C1C=CC(=C3)Cl)OC. Cell line: SN12C. Synergy scores: CSS=27.2, Synergy_ZIP=-2.95, Synergy_Bliss=-0.991, Synergy_Loewe=0.139, Synergy_HSA=1.10. (2) Drug 1: CC1CCC2CC(C(=CC=CC=CC(CC(C(=O)C(C(C(=CC(C(=O)CC(OC(=O)C3CCCCN3C(=O)C(=O)C1(O2)O)C(C)CC4CCC(C(C4)OC)O)C)C)O)OC)C)C)C)OC. Drug 2: CCC1=C2CN3C(=CC4=C(C3=O)COC(=O)C4(CC)O)C2=NC5=C1C=C(C=C5)O. Cell line: MCF7. Synergy scores: CSS=23.0, Synergy_ZIP=-6.08, Synergy_Bliss=0.160, Synergy_Loewe=-12.1, Synergy_HSA=1.43. (3) Drug 1: CC1C(C(CC(O1)OC2CC(CC3=C2C(=C4C(=C3O)C(=O)C5=C(C4=O)C(=CC=C5)OC)O)(C(=O)CO)O)N)O.Cl. Drug 2: CN(CCCl)CCCl.Cl. Cell line: UACC-257. Synergy scores: CSS=12.6, Synergy_ZIP=-7.53, Synergy_Bliss=-2.47, Synergy_Loewe=-1.28, Synergy_HSA=0.398. (4) Drug 2: CC12CCC3C(C1CCC2OP(=O)(O)O)CCC4=C3C=CC(=C4)OC(=O)N(CCCl)CCCl.[Na+]. Synergy scores: CSS=5.26, Synergy_ZIP=1.75, Synergy_Bliss=-2.03, Synergy_Loewe=-4.11, Synergy_HSA=-7.10. Drug 1: C1=NC2=C(N=C(N=C2N1C3C(C(C(O3)CO)O)O)F)N. Cell line: NCI-H460.